Dataset: Forward reaction prediction with 1.9M reactions from USPTO patents (1976-2016). Task: Predict the product of the given reaction. Given the reactants [OH-].[Na+].O.[Br:4][C:5]1[CH:6]=[C:7]2[C:12](=[CH:13][CH:14]=1)[CH:11]=[C:10]([OH:15])[CH:9]=[CH:8]2.Cl.Cl[CH2:18][CH2:19][N:20]1[CH2:25][CH2:24][CH2:23][CH2:22][CH2:21]1, predict the reaction product. The product is: [Br:4][C:5]1[CH:6]=[C:7]2[C:12](=[CH:13][CH:14]=1)[CH:11]=[C:10]([O:15][CH2:18][CH2:19][N:20]1[CH2:25][CH2:24][CH2:23][CH2:22][CH2:21]1)[CH:9]=[CH:8]2.